Dataset: Forward reaction prediction with 1.9M reactions from USPTO patents (1976-2016). Task: Predict the product of the given reaction. (1) Given the reactants [Cl:1][C:2]1[CH:3]=[C:4](B(O)O)[CH:5]=[CH:6][C:7]=1[Cl:8].Cl[C:13]1[N:18]=[C:17]([NH2:19])[N:16]=[C:15]([NH:20][CH3:21])[CH:14]=1, predict the reaction product. The product is: [Cl:1][C:2]1[CH:3]=[C:4]([C:13]2[N:18]=[C:17]([NH2:19])[N:16]=[C:15]([NH:20][CH3:21])[CH:14]=2)[CH:5]=[CH:6][C:7]=1[Cl:8]. (2) Given the reactants [C:1]([O:5][C:6]([C:8]1[S:9][C:10]([CH:13]=[CH:14][C:15]([O:17][CH2:18][CH3:19])=[O:16])=[CH:11][CH:12]=1)=[O:7])([CH3:4])([CH3:3])[CH3:2].[H][H], predict the reaction product. The product is: [C:1]([O:5][C:6]([C:8]1[S:9][C:10]([CH2:13][CH2:14][C:15]([O:17][CH2:18][CH3:19])=[O:16])=[CH:11][CH:12]=1)=[O:7])([CH3:4])([CH3:3])[CH3:2]. (3) Given the reactants C[O:2][C:3]([CH:5]1[CH:9]([N:10]([CH3:33])[S:11]([C:14]2[CH:19]=[CH:18][C:17]([O:20][CH2:21][C:22]3[C:31]4[C:26](=[CH:27][CH:28]=[CH:29][CH:30]=4)[N:25]=[C:24]([CH3:32])[CH:23]=3)=[CH:16][CH:15]=2)(=[O:13])=[O:12])[CH2:8][O:7][CH2:6]1)=[O:4].[OH-].[Li+], predict the reaction product. The product is: [CH3:33][N:10]([S:11]([C:14]1[CH:15]=[CH:16][C:17]([O:20][CH2:21][C:22]2[C:31]3[C:26](=[CH:27][CH:28]=[CH:29][CH:30]=3)[N:25]=[C:24]([CH3:32])[CH:23]=2)=[CH:18][CH:19]=1)(=[O:12])=[O:13])[CH:9]1[CH2:8][O:7][CH2:6][CH:5]1[C:3]([OH:4])=[O:2]. (4) Given the reactants [O:1]=[S:2]1(=[O:17])[CH2:6][CH2:5][CH2:4][N:3]1[CH2:7][C:8]1[CH:16]=[CH:15][C:11]([C:12]([OH:14])=O)=[CH:10][CH:9]=1.[CH3:18][C:19]1[CH:24]=[C:23]([CH3:25])[CH:22]=[CH:21][C:20]=1[N:26]1[CH2:31][CH2:30][NH:29][CH2:28][CH2:27]1.ON1C2C=CC=CC=2N=N1.Cl.C(N=C=NCCCN(C)C)C, predict the reaction product. The product is: [CH3:18][C:19]1[CH:24]=[C:23]([CH3:25])[CH:22]=[CH:21][C:20]=1[N:26]1[CH2:27][CH2:28][N:29]([C:12]([C:11]2[CH:10]=[CH:9][C:8]([CH2:7][N:3]3[CH2:4][CH2:5][CH2:6][S:2]3(=[O:1])=[O:17])=[CH:16][CH:15]=2)=[O:14])[CH2:30][CH2:31]1. (5) Given the reactants [CH2:1]([O:8][C:9]([NH:11][C:12]1[C:13]([C:23]([OH:25])=O)=[N:14][C:15]2[C:20]([CH:21]=1)=[CH:19][CH:18]=[C:17]([Br:22])[CH:16]=2)=[O:10])[C:2]1[CH:7]=[CH:6][CH:5]=[CH:4][CH:3]=1.[NH2:26][C:27]1[CH:28]=[N:29][CH:30]=[CH:31][C:32]=1[N:33]1[CH2:38][C@H:37]([CH3:39])[C@@H:36]([O:40][Si:41]([C:44]([CH3:47])([CH3:46])[CH3:45])([CH3:43])[CH3:42])[C@H:35]([NH:48][C:49](=[O:55])[O:50][C:51]([CH3:54])([CH3:53])[CH3:52])[CH2:34]1.CN(C(ON1N=NC2C=CC=NC1=2)=[N+](C)C)C.F[P-](F)(F)(F)(F)F.CCN(C(C)C)C(C)C, predict the reaction product. The product is: [Br:22][C:17]1[CH:16]=[C:15]2[C:20]([CH:21]=[C:12]([NH:11][C:9](=[O:10])[O:8][CH2:1][C:2]3[CH:3]=[CH:4][CH:5]=[CH:6][CH:7]=3)[C:13]([C:23]([NH:26][C:27]3[CH:28]=[N:29][CH:30]=[CH:31][C:32]=3[N:33]3[CH2:38][C@H:37]([CH3:39])[C@@H:36]([O:40][Si:41]([C:44]([CH3:45])([CH3:46])[CH3:47])([CH3:43])[CH3:42])[C@H:35]([NH:48][C:49]([O:50][C:51]([CH3:52])([CH3:54])[CH3:53])=[O:55])[CH2:34]3)=[O:25])=[N:14]2)=[CH:19][CH:18]=1. (6) The product is: [Br:1][C:2]1[CH:3]=[C:4]([O:9][CH2:10][CH3:11])[C:5]([CH3:8])=[N+:6]([O-:20])[CH:7]=1. Given the reactants [Br:1][C:2]1[CH:3]=[C:4]([O:9][CH2:10][CH3:11])[C:5]([CH3:8])=[N:6][CH:7]=1.C1C=C(Cl)C=C(C(OO)=[O:20])C=1, predict the reaction product.